This data is from Reaction yield outcomes from USPTO patents with 853,638 reactions. The task is: Predict the reaction yield, written as a fraction of the theoretical maximum amount of product (1.0 means a 100% yield; for example, 0.34 means a 34% yield). (1) The reactants are [CH2:1]([C@@H:5]1[NH:10][CH2:9][C@H:8]([CH2:11][CH:12]([CH3:14])[CH3:13])[NH:7][C:6]1=[O:15])[CH:2]([CH3:4])[CH3:3].[F:16][C:17]1[CH:22]=[C:21]([F:23])[CH:20]=[CH:19][C:18]=1[C:24]#[C:25][C:26](O)=[O:27].C(C1N(C(=O)C#CC2C=CC=CC=2)CC(CC(C)C)NC1=O)C(C)C. No catalyst specified. The product is [F:16][C:17]1[CH:22]=[C:21]([F:23])[CH:20]=[CH:19][C:18]=1[C:24]#[C:25][C:26]([N:10]1[CH2:9][CH:8]([CH2:11][CH:12]([CH3:14])[CH3:13])[NH:7][C:6](=[O:15])[CH:5]1[CH2:1][CH:2]([CH3:4])[CH3:3])=[O:27]. The yield is 0.224. (2) The reactants are [C:1]([C:3]1[C:11]2[C:6](=[CH:7][C:8]([C:12](Cl)=[O:13])=[CH:9][CH:10]=2)[N:5]([CH2:15][CH3:16])[CH:4]=1)#[N:2].[NH2:17][C:18]1[CH:23]=[CH:22][CH:21]=[CH:20][CH:19]=1.CCOC(C)=O.C(Cl)Cl. The catalyst is C1COCC1.O. The product is [C:18]1([NH:17][C:12]([C:8]2[CH:7]=[C:6]3[C:11]([C:3]([C:1]#[N:2])=[CH:4][N:5]3[CH2:15][CH3:16])=[CH:10][CH:9]=2)=[O:13])[CH:23]=[CH:22][CH:21]=[CH:20][CH:19]=1. The yield is 0.510. (3) The reactants are C(N(CC)CC)C.F[C:9]1[CH:14]=[CH:13][C:12]([N+:15]([O-:17])=[O:16])=[CH:11][CH:10]=1.Cl.[CH3:19][C:20]1([CH3:45])[CH:24]([C:25]2[CH:30]=[CH:29][C:28]([CH3:31])=[CH:27][CH:26]=2)[C:23]2[C:32]([CH3:44])=[C:33]([N:38]3[CH2:43][CH2:42][NH:41][CH2:40][CH2:39]3)[C:34]([CH3:37])=[C:35]([CH3:36])[C:22]=2[O:21]1. The catalyst is C(#N)C.C(=O)(O)[O-].[Na+]. The product is [CH3:19][C:20]1([CH3:45])[CH:24]([C:25]2[CH:26]=[CH:27][C:28]([CH3:31])=[CH:29][CH:30]=2)[C:23]2[C:32]([CH3:44])=[C:33]([N:38]3[CH2:43][CH2:42][N:41]([C:9]4[CH:14]=[CH:13][C:12]([N+:15]([O-:17])=[O:16])=[CH:11][CH:10]=4)[CH2:40][CH2:39]3)[C:34]([CH3:37])=[C:35]([CH3:36])[C:22]=2[O:21]1. The yield is 0.860. (4) The reactants are [Al+3].[Cl-].[Cl-].[Cl-].[Cl:5][CH2:6][CH2:7][CH2:8][C:9](Cl)=[O:10].[CH3:12][N:13]([CH3:25])[C:14](=[O:24])[C:15]([CH3:23])([C:17]1[CH:22]=[CH:21][CH:20]=[CH:19][CH:18]=1)[CH3:16]. The catalyst is C(Cl)(Cl)(Cl)Cl.C(Cl)Cl. The product is [CH3:25][N:13]([CH3:12])[C:14](=[O:24])[C:15]([C:17]1[CH:18]=[CH:19][C:20]([C:9](=[O:10])[CH2:8][CH2:7][CH2:6][Cl:5])=[CH:21][CH:22]=1)([CH3:23])[CH3:16]. The yield is 0.720.